Predict the reaction yield, written as a fraction of the theoretical maximum amount of product (1.0 means a 100% yield; for example, 0.34 means a 34% yield). From a dataset of Reaction yield outcomes from USPTO patents with 853,638 reactions. The catalyst is C1(C)C=CC=CC=1.C1OCCOCCOCCOCCOCCOC1. The yield is 0.990. The reactants are [N:1]1[C:8](Cl)=[N:7][C:5]([Cl:6])=[N:4][C:2]=1[Cl:3].C(=O)(O)[O-].[K+].[CH:15]1([CH2:21][OH:22])[CH2:20][CH2:19][CH2:18][CH2:17][CH2:16]1. The product is [Cl:3][C:2]1[N:4]=[C:5]([Cl:6])[N:7]=[C:8]([O:22][CH2:21][CH:15]2[CH2:20][CH2:19][CH2:18][CH2:17][CH2:16]2)[N:1]=1.